Dataset: Reaction yield outcomes from USPTO patents with 853,638 reactions. Task: Predict the reaction yield, written as a fraction of the theoretical maximum amount of product (1.0 means a 100% yield; for example, 0.34 means a 34% yield). (1) The reactants are C(OC([N:8]1[CH2:13][CH2:12][NH:11][C@@H:10]([CH3:14])[CH2:9]1)=O)(C)(C)C.N1C=CC=CC=1.[CH3:21][S:22](Cl)(=[O:24])=[O:23]. The catalyst is C(Cl)Cl. The product is [CH3:21][S:22]([N:11]1[CH2:12][CH2:13][NH:8][CH2:9][C@@H:10]1[CH3:14])(=[O:24])=[O:23]. The yield is 0.390. (2) The reactants are [Br:1][C:2]1[CH:11]=[C:10]2[C:5]([N:6]=[CH:7][C:8](Cl)=[N:9]2)=[CH:4][CH:3]=1.[C:13]([O-])([O-])=[O:14].[K+].[K+]. The catalyst is CO. The product is [Br:1][C:2]1[CH:11]=[C:10]2[C:5]([N:6]=[CH:7][C:8]([O:14][CH3:13])=[N:9]2)=[CH:4][CH:3]=1. The yield is 1.00. (3) The reactants are [CH3:1][O:2][C:3](=[O:21])[C:4]1[CH:9]=[CH:8][CH:7]=[CH:6][C:5]=1[NH:10][S:11]([C:14]1[CH:19]=[CH:18][C:17]([CH3:20])=[CH:16][CH:15]=1)(=[O:13])=[O:12].C(=O)([O-])[O-].[K+].[K+].Br[CH2:29][CH2:30][CH2:31][C:32]([O:34][CH2:35][CH3:36])=[O:33]. The catalyst is CN(C=O)C. The product is [CH3:1][O:2][C:3](=[O:21])[C:4]1[CH:9]=[CH:8][CH:7]=[CH:6][C:5]=1[N:10]([CH2:29][CH2:30][CH2:31][C:32]([O:34][CH2:35][CH3:36])=[O:33])[S:11]([C:14]1[CH:15]=[CH:16][C:17]([CH3:20])=[CH:18][CH:19]=1)(=[O:13])=[O:12]. The yield is 0.720. (4) The reactants are [N:1]1([CH2:6][CH2:7][CH2:8][O:9][C:10]2[CH:11]=[C:12]3[C:17](=[CH:18][C:19]=2[O:20][CH3:21])[C:16]([C:22](=[O:32])[C:23]2[CH:28]=[CH:27][CH:26]=[C:25]([O:29][CH2:30][CH3:31])[CH:24]=2)=[N:15][CH:14]=[C:13]3[CH:33]=[O:34])[CH2:5][CH2:4][CH2:3][CH2:2]1.O.P([O-])(O)(O)=[O:37].[Na+].CC(=CC)C.[Cl:47]([O-])=O.[Na+]. The catalyst is C(O)(C)(C)C.O. The product is [ClH:47].[N:1]1([CH2:6][CH2:7][CH2:8][O:9][C:10]2[CH:11]=[C:12]3[C:17](=[CH:18][C:19]=2[O:20][CH3:21])[C:16]([C:22](=[O:32])[C:23]2[CH:28]=[CH:27][CH:26]=[C:25]([O:29][CH2:30][CH3:31])[CH:24]=2)=[N:15][CH:14]=[C:13]3[C:33]([OH:37])=[O:34])[CH2:5][CH2:4][CH2:3][CH2:2]1. The yield is 0.320.